From a dataset of Full USPTO retrosynthesis dataset with 1.9M reactions from patents (1976-2016). Predict the reactants needed to synthesize the given product. (1) Given the product [C:1]([N:5]1[C:9]([CH2:10][CH2:11][CH2:12][N:28]2[CH2:27][CH2:26][N:25]([C:22]3[CH:21]=[CH:20][C:19]([O:18][CH3:17])=[CH:24][CH:23]=3)[CH2:30][CH2:29]2)=[CH:8][C:7]([CH2:14][CH2:15][CH3:16])=[N:6]1)([CH3:4])([CH3:3])[CH3:2], predict the reactants needed to synthesize it. The reactants are: [C:1]([N:5]1[C:9]([CH2:10][CH2:11][CH:12]=O)=[CH:8][C:7]([CH2:14][CH2:15][CH3:16])=[N:6]1)([CH3:4])([CH3:3])[CH3:2].[CH3:17][O:18][C:19]1[CH:24]=[CH:23][C:22]([N:25]2[CH2:30][CH2:29][NH:28][CH2:27][CH2:26]2)=[CH:21][CH:20]=1.CCN(C(C)C)C(C)C.[BH-](OC(C)=O)(OC(C)=O)OC(C)=O.[Na+]. (2) Given the product [F:31][C:32]([F:45])([F:46])[C:33]1[CH:40]=[C:39]([C:41]([F:42])([F:43])[F:44])[CH:38]=[CH:37][C:34]=1[CH2:35][N:9]1[C:10](=[O:23])[C:11]([C:14]([NH:16][CH2:17][C:18]([OH:20])=[O:19])=[O:15])=[C:12]([OH:13])[N:7]([CH:1]2[CH2:2][CH2:3][CH2:4][CH2:5][CH2:6]2)[C:8]1=[O:24], predict the reactants needed to synthesize it. The reactants are: [CH:1]1([N:7]2[C:12]([OH:13])=[C:11]([C:14]([NH:16][CH2:17][C:18]([O:20]CC)=[O:19])=[O:15])[C:10](=[O:23])[NH:9][C:8]2=[O:24])[CH2:6][CH2:5][CH2:4][CH2:3][CH2:2]1.C(=O)([O-])[O-].[K+].[K+].[F:31][C:32]([F:46])([F:45])[C:33]1[CH:40]=[C:39]([C:41]([F:44])([F:43])[F:42])[CH:38]=[CH:37][C:34]=1[CH2:35]Br.Cl. (3) Given the product [F:25][C:14]1[CH:13]=[N:12][C:11]([C:8]2[CH:7]=[C:6]([C:4]([O:3][CH2:1][CH3:2])=[O:5])[NH:10][N:9]=2)=[C:16]2[NH:17][CH:18]=[C:19]([C:20](=[O:24])[C:21](=[O:22])[N:71]3[CH2:72][CH2:73][N:68]([C:67]4[C:63]([C:57]5[CH:62]=[CH:61][CH:60]=[CH:59][CH:58]=5)=[N:64][NH:65][CH:66]=4)[CH2:69][CH2:70]3)[C:15]=12, predict the reactants needed to synthesize it. The reactants are: [CH2:1]([O:3][C:4]([C:6]1[NH:10][N:9]=[C:8]([C:11]2[N:12]=[CH:13][C:14]([F:25])=[C:15]3[C:19]([C:20](=[O:24])[C:21](O)=[O:22])=[CH:18][NH:17][C:16]=23)[CH:7]=1)=[O:5])[CH3:2].CN(C(ON1N=NC2C=CC=CC1=2)=[N+](C)C)C.[B-](F)(F)(F)F.C(N(C(C)C)CC)(C)C.[C:57]1([C:63]2[C:67]([N:68]3[CH2:73][CH2:72][NH:71][CH2:70][CH2:69]3)=[CH:66][NH:65][N:64]=2)[CH:62]=[CH:61][CH:60]=[CH:59][CH:58]=1. (4) Given the product [CH3:24][O:23][C:20]1[CH:21]=[CH:22][C:17]([S:14]([NH:13][C:10]([CH3:12])([CH3:11])[C:9]([OH:25])=[O:8])(=[O:16])=[O:15])=[CH:18][CH:19]=1, predict the reactants needed to synthesize it. The reactants are: C([O:8][C:9](=[O:25])[C:10]([NH:13][S:14]([C:17]1[CH:22]=[CH:21][C:20]([O:23][CH3:24])=[CH:19][CH:18]=1)(=[O:16])=[O:15])([CH3:12])[CH3:11])C1C=CC=CC=1. (5) The reactants are: [CH3:1][O:2][C:3]1[CH:4]=[C:5]2[C:10](=[CH:11][C:12]=1[O:13][CH2:14][C@H:15]1[CH2:17][O:16]1)[N:9]=[CH:8][N:7]=[C:6]2[O:18][C:19]1[CH:20]=[C:21]2[C:25](=[CH:26][CH:27]=1)[NH:24][CH:23]=[C:22]2[CH3:28].[NH:29]1[CH2:34][CH2:33][O:32][CH2:31][CH2:30]1. Given the product [OH:16][C@H:15]([CH2:17][N:29]1[CH2:34][CH2:33][O:32][CH2:31][CH2:30]1)[CH2:14][O:13][C:12]1[CH:11]=[C:10]2[C:5]([C:6]([O:18][C:19]3[CH:20]=[C:21]4[C:25](=[CH:26][CH:27]=3)[NH:24][CH:23]=[C:22]4[CH3:28])=[N:7][CH:8]=[N:9]2)=[CH:4][C:3]=1[O:2][CH3:1], predict the reactants needed to synthesize it.